Dataset: Reaction yield outcomes from USPTO patents with 853,638 reactions. Task: Predict the reaction yield, written as a fraction of the theoretical maximum amount of product (1.0 means a 100% yield; for example, 0.34 means a 34% yield). (1) The yield is 0.940. The product is [Cl:34][C:31]1[CH:32]=[CH:33][C:28]([C:24]2([OH:27])[CH2:25][CH2:26][N:21]([CH2:20][CH2:19][CH:18]=[C:17]3[C:16]4[CH:37]=[CH:38][CH:39]=[N:40][C:15]=4[CH2:14][O:13][C:12]4[CH:41]=[CH:42][C:9]([O:8][C:5]([CH3:6])([CH3:7])[CH2:4][OH:3])=[CH:10][C:11]3=4)[CH2:22][C:23]2([CH3:36])[CH3:35])=[CH:29][CH:30]=1. The catalyst is O1CCCC1.C(OCC)(=O)C. The reactants are C([O:3][C:4](=O)[C:5]([O:8][C:9]1[CH:42]=[CH:41][C:12]2[O:13][CH2:14][C:15]3[N:40]=[CH:39][CH:38]=[CH:37][C:16]=3[C:17](=[CH:18][CH2:19][CH2:20][N:21]3[CH2:26][CH2:25][C:24]([C:28]4[CH:33]=[CH:32][C:31]([Cl:34])=[CH:30][CH:29]=4)([OH:27])[C:23]([CH3:36])([CH3:35])[CH2:22]3)[C:11]=2[CH:10]=1)([CH3:7])[CH3:6])C.[H-].[Al+3].[Li+].[H-].[H-].[H-]. (2) The reactants are [C:1]([CH2:3][N:4]1[C:12]2[CH2:11][CH2:10][CH2:9][CH2:8][C:7]=2[CH:6]=[C:5]1[C:13]([O:15][CH2:16][CH3:17])=[O:14])#[N:2].Cl.C(OCC)(=O)C. The catalyst is [Pd].C(O)C. The product is [NH2:2][CH2:1][CH2:3][N:4]1[C:12]2[CH2:11][CH2:10][CH2:9][CH2:8][C:7]=2[CH:6]=[C:5]1[C:13]([O:15][CH2:16][CH3:17])=[O:14]. The yield is 0.710. (3) The reactants are [O:1]1[C:5]2[CH:6]=[CH:7][CH:8]=[CH:9][C:4]=2[N:3]=[C:2]1[C:10]1[CH:11]=[CH:12][C:13]([NH:17][CH:18]2[CH2:23][CH2:22][O:21][CH2:20][CH2:19]2)=[C:14]([CH:16]=1)[NH2:15].[CH:24](=O)[C:25]1[CH:30]=[CH:29][C:28]([O:31][CH3:32])=[CH:27][CH:26]=1.OOS([O-])=O.[K+].C(=O)([O-])[O-].[K+].[K+]. The catalyst is CN(C)C=O. The product is [O:1]1[C:5]2[CH:6]=[CH:7][CH:8]=[CH:9][C:4]=2[N:3]=[C:2]1[C:10]1[CH:11]=[CH:12][C:13]2[N:17]([CH:18]3[CH2:23][CH2:22][O:21][CH2:20][CH2:19]3)[C:24]([C:25]3[CH:30]=[CH:29][C:28]([O:31][CH3:32])=[CH:27][CH:26]=3)=[N:15][C:14]=2[CH:16]=1. The yield is 0.890. (4) The catalyst is ClCCl.CO. The yield is 0.790. The product is [NH2:26][CH2:25][C@@H:15]([NH:14][C:12]([C:10]1[N:9]=[CH:8][N:7]([C:6]2[N:5]([CH3:37])[N:4]=[CH:3][C:2]=2[Cl:1])[CH:11]=1)=[O:13])[CH2:16][C:17]1[CH:22]=[CH:21][C:20]([F:23])=[C:19]([F:24])[CH:18]=1. The reactants are [Cl:1][C:2]1[CH:3]=[N:4][N:5]([CH3:37])[C:6]=1[N:7]1[CH:11]=[C:10]([C:12]([NH:14][C@H:15]([CH2:25][N:26]2C(=O)C3C(=CC=CC=3)C2=O)[CH2:16][C:17]2[CH:22]=[CH:21][C:20]([F:23])=[C:19]([F:24])[CH:18]=2)=[O:13])[N:9]=[CH:8]1.O.NN. (5) The reactants are [Cl:1][C:2]1[CH:7]=[C:6]([Cl:8])[CH:5]=[CH:4][C:3]=1[C:9]([NH:11][C:12]1[CH:17]=[CH:16][C:15]([C:18]([F:21])([F:20])[F:19])=[CH:14][CH:13]=1)=[NH:10].Br[CH:23]([CH3:31])[C:24](=O)[C:25]([O:27][CH2:28][CH3:29])=[O:26].C([O-])(O)=O.[Na+]. The catalyst is CC(O)C. The product is [Cl:1][C:2]1[CH:7]=[C:6]([Cl:8])[CH:5]=[CH:4][C:3]=1[C:9]1[N:11]([C:12]2[CH:13]=[CH:14][C:15]([C:18]([F:21])([F:19])[F:20])=[CH:16][CH:17]=2)[C:23]([CH3:31])=[C:24]([C:25]([O:27][CH2:28][CH3:29])=[O:26])[N:10]=1. The yield is 0.520. (6) The reactants are [CH3:1][C:2]1[CH:3]=[C:4]([C:14](=O)[CH3:15])[CH:5]=[N:6][C:7]=1[O:8][CH2:9][C:10]([F:13])([F:12])[F:11].[CH3:17][C:18]([S@:21]([NH2:23])=[O:22])([CH3:20])[CH3:19]. No catalyst specified. The product is [CH3:17][C:18]([S@:21]([NH:23][CH:14]([C:4]1[CH:5]=[N:6][C:7]([O:8][CH2:9][C:10]([F:13])([F:12])[F:11])=[C:2]([CH3:1])[CH:3]=1)[CH3:15])=[O:22])([CH3:20])[CH3:19]. The yield is 0.790.